The task is: Predict which catalyst facilitates the given reaction.. This data is from Catalyst prediction with 721,799 reactions and 888 catalyst types from USPTO. (1) Reactant: S(=O)(=O)(O)O.[Cl:6][C:7]1[CH:12]=[CH:11][N:10]=[C:9]2[NH:13][CH:14]=[CH:15][C:8]=12.[N+:16]([O-])([OH:18])=[O:17]. Product: [Cl:6][C:7]1[CH:12]=[CH:11][N:10]=[C:9]2[NH:13][CH:14]=[C:15]([N+:16]([O-:18])=[O:17])[C:8]=12. The catalyst class is: 6. (2) Reactant: [CH:1]1([C:4](Cl)=[O:5])[CH2:3][CH2:2]1.[NH2:7][C:8]1[S:9][C:10]2[CH:16]=[C:15]([N+:17]([O-:19])=[O:18])[CH:14]=[CH:13][C:11]=2[N:12]=1. Product: [N+:17]([C:15]1[CH:14]=[CH:13][C:11]2[N:12]=[C:8]([NH:7][C:4]([CH:1]3[CH2:3][CH2:2]3)=[O:5])[S:9][C:10]=2[CH:16]=1)([O-:19])=[O:18]. The catalyst class is: 17.